This data is from Reaction yield outcomes from USPTO patents with 853,638 reactions. The task is: Predict the reaction yield, written as a fraction of the theoretical maximum amount of product (1.0 means a 100% yield; for example, 0.34 means a 34% yield). (1) The reactants are C(C1C=CC(C(NC2C=CC(C3C=C4C(CN([C@@H](C(C)C)C(O)=O)C4=O)=CC=3)=NC=2)=O)=CC=1)(C)(C)C.[C:37]([C:41]1[CH:73]=[CH:72][C:44]([C:45]([NH:47][C:48]2[N:49]=[CH:50][C:51]([C:54]3[CH:62]=[C:61]4[C:57]([CH2:58][N:59]([C@@H:64]([CH:69]([CH3:71])[CH3:70])[C:65]([O:67]C)=[O:66])[C:60]4=[O:63])=[CH:56][CH:55]=3)=[N:52][CH:53]=2)=[O:46])=[CH:43][CH:42]=1)([CH3:40])([CH3:39])[CH3:38]. No catalyst specified. The product is [C:37]([C:41]1[CH:73]=[CH:72][C:44]([C:45]([NH:47][C:48]2[N:49]=[CH:50][C:51]([C:54]3[CH:62]=[C:61]4[C:57]([CH2:58][N:59]([C@@H:64]([CH:69]([CH3:70])[CH3:71])[C:65]([OH:67])=[O:66])[C:60]4=[O:63])=[CH:56][CH:55]=3)=[N:52][CH:53]=2)=[O:46])=[CH:43][CH:42]=1)([CH3:39])([CH3:38])[CH3:40]. The yield is 0.310. (2) The reactants are [Br:1][C:2]1[CH:3]=[CH:4][C:5]2[S:14][C:8]3[CH2:9][CH2:10][NH:11][CH2:12][CH2:13][C:7]=3[C:6]=2[CH:15]=1.C(N(CC)CC)C.[C:23](O[C:23]([O:25][C:26]([CH3:29])([CH3:28])[CH3:27])=[O:24])([O:25][C:26]([CH3:29])([CH3:28])[CH3:27])=[O:24]. The catalyst is CO. The product is [Br:1][C:2]1[CH:3]=[CH:4][C:5]2[S:14][C:8]3[CH2:9][CH2:10][N:11]([C:23]([O:25][C:26]([CH3:29])([CH3:28])[CH3:27])=[O:24])[CH2:12][CH2:13][C:7]=3[C:6]=2[CH:15]=1. The yield is 0.910. (3) The reactants are C(O[BH-](OC(=O)C)OC(=O)C)(=O)C.[Na+].[F:15][C:16]1[CH:17]=[C:18]2[C:22](=[CH:23][CH:24]=1)[NH:21][CH2:20][CH2:19]2.O=[C:26]1[CH2:31][CH2:30][N:29]([C:32]([O:34][C:35]([CH3:38])([CH3:37])[CH3:36])=[O:33])[CH2:28][CH2:27]1.C(O)(=O)C.C(=O)([O-])O.[Na+]. The catalyst is C(Cl)Cl. The product is [F:15][C:16]1[CH:17]=[C:18]2[C:22](=[CH:23][CH:24]=1)[N:21]([CH:26]1[CH2:31][CH2:30][N:29]([C:32]([O:34][C:35]([CH3:38])([CH3:37])[CH3:36])=[O:33])[CH2:28][CH2:27]1)[CH2:20][CH2:19]2. The yield is 0.780. (4) The reactants are Br[C:2]1[CH:3]=[C:4]([C:14]([O:16][CH2:17][CH3:18])=[O:15])[C:5]2[C:6](=[N:8][N:9]([CH:11]([CH3:13])[CH3:12])[CH:10]=2)[N:7]=1.[Si:19]([O:26][CH:27]([CH2:37][O:38][C:39]1[CH:44]=[CH:43][CH:42]=[C:41](B2OC(C)(C)C(C)(C)O2)[CH:40]=1)[CH2:28][NH:29][C:30](=[O:36])[O:31][C:32]([CH3:35])([CH3:34])[CH3:33])([C:22]([CH3:25])([CH3:24])[CH3:23])([CH3:21])[CH3:20].C([O-])([O-])=O.[Na+].[Na+]. The catalyst is COCCOC.O.C1C=CC(P(C2C=CC=CC=2)[C-]2C=CC=C2)=CC=1.C1C=CC(P(C2C=CC=CC=2)[C-]2C=CC=C2)=CC=1.Cl[Pd]Cl.[Fe+2]. The product is [C:32]([O:31][C:30]([NH:29][CH2:28][CH:27]([O:26][Si:19]([C:22]([CH3:25])([CH3:24])[CH3:23])([CH3:20])[CH3:21])[CH2:37][O:38][C:39]1[CH:40]=[C:41]([C:2]2[CH:3]=[C:4]([C:14]([O:16][CH2:17][CH3:18])=[O:15])[C:5]3[C:6](=[N:8][N:9]([CH:11]([CH3:13])[CH3:12])[CH:10]=3)[N:7]=2)[CH:42]=[CH:43][CH:44]=1)=[O:36])([CH3:35])([CH3:34])[CH3:33]. The yield is 0.770. (5) The reactants are [F:1][C:2]1([F:12])[C:5]([F:7])([F:6])[CH2:4][C:3]1([CH3:11])[C:8](Cl)=[O:9].[NH:13]1[C:21]2[C:16](=[CH:17][CH:18]=[CH:19][CH:20]=2)[CH:15]=[CH:14]1.C([Mg]Br)C. The catalyst is ClCCl.[Cl-].[Zn+2].[Cl-]. The product is [NH:13]1[C:21]2[C:16](=[CH:17][CH:18]=[CH:19][CH:20]=2)[C:15]([C:8]([C:3]2([CH3:11])[CH2:4][C:5]([F:7])([F:6])[C:2]2([F:12])[F:1])=[O:9])=[CH:14]1. The yield is 0.290.